From a dataset of Catalyst prediction with 721,799 reactions and 888 catalyst types from USPTO. Predict which catalyst facilitates the given reaction. Reactant: [NH3:1].[Cl:2][C:3]1[CH:7]=[C:6]([C:8](Cl)=[O:9])[NH:5][C:4]=1[C:11]([O:13][CH3:14])=[O:12]. Product: [NH2:1][C:8]([C:6]1[NH:5][C:4]([C:11]([O:13][CH3:14])=[O:12])=[C:3]([Cl:2])[CH:7]=1)=[O:9]. The catalyst class is: 1.